From a dataset of Forward reaction prediction with 1.9M reactions from USPTO patents (1976-2016). Predict the product of the given reaction. (1) Given the reactants [N+:1]([C:4]1[CH:15]=[CH:14][C:7]([O:8][CH2:9][C:10]([O:12]C)=[O:11])=[CH:6][CH:5]=1)([O-:3])=[O:2], predict the reaction product. The product is: [N+:1]([C:4]1[CH:5]=[CH:6][C:7]([O:8][CH2:9][C:10]([OH:12])=[O:11])=[CH:14][CH:15]=1)([O-:3])=[O:2]. (2) Given the reactants [NH2:1][C@H:2]([C:23]1[CH:28]=[CH:27][CH:26]=[CH:25][CH:24]=1)[CH2:3][CH2:4][N:5]1[CH2:10][CH2:9][CH:8]([C:11]2[CH:12]=[C:13]([NH:17][C:18](=[O:22])[CH:19]([CH3:21])[CH3:20])[CH:14]=[CH:15][CH:16]=2)[CH2:7][CH2:6]1.[Cl:29][C:30]1[CH:31]=[C:32]([CH:36]=[CH:37][CH:38]=1)[C:33](Cl)=[O:34], predict the reaction product. The product is: [Cl:29][C:30]1[CH:31]=[C:32]([CH:36]=[CH:37][CH:38]=1)[C:33]([NH:1][C@H:2]([C:23]1[CH:24]=[CH:25][CH:26]=[CH:27][CH:28]=1)[CH2:3][CH2:4][N:5]1[CH2:10][CH2:9][CH:8]([C:11]2[CH:16]=[CH:15][CH:14]=[C:13]([NH:17][C:18](=[O:22])[CH:19]([CH3:21])[CH3:20])[CH:12]=2)[CH2:7][CH2:6]1)=[O:34].